Dataset: Catalyst prediction with 721,799 reactions and 888 catalyst types from USPTO. Task: Predict which catalyst facilitates the given reaction. (1) Reactant: [Cl:1][C:2]1[C:3]([CH2:24][NH2:25])=[N:4][CH:5]=[C:6](/[CH:8]=[CH:9]/[CH:10]([C:15]2[CH:20]=[C:19]([Cl:21])[C:18]([Cl:22])=[C:17]([Cl:23])[CH:16]=2)[C:11]([F:14])([F:13])[F:12])[CH:7]=1.[F:26][C:27]([F:33])([F:32])[CH2:28][C:29](O)=[O:30].CCN=C=NCCCN(C)C.Cl.C1C=CC2N(O)N=NC=2C=1.O.CCN(C(C)C)C(C)C. Product: [Cl:1][C:2]1[C:3]([CH2:24][NH:25][C:29](=[O:30])[CH2:28][C:27]([F:33])([F:32])[F:26])=[N:4][CH:5]=[C:6](/[CH:8]=[CH:9]/[CH:10]([C:15]2[CH:20]=[C:19]([Cl:21])[C:18]([Cl:22])=[C:17]([Cl:23])[CH:16]=2)[C:11]([F:14])([F:12])[F:13])[CH:7]=1. The catalyst class is: 2. (2) Reactant: [CH2:1]([OH:8])[C:2]1[CH:7]=[CH:6][CH:5]=[CH:4][CH:3]=1.N1C=CC=CC=1.[Cl:15][CH:16]([CH3:20])[C:17](Cl)=[O:18]. Product: [Cl:15][CH:16]([CH3:20])[C:17]([O:8][CH2:1][C:2]1[CH:7]=[CH:6][CH:5]=[CH:4][CH:3]=1)=[O:18]. The catalyst class is: 2. (3) Reactant: OC[N:3]1[C:7]2[N:8]=[CH:9][C:10]3[N:11]([C:12]([CH2:15][CH2:16][CH2:17][NH:18][C:19](=[O:21])[CH3:20])=[N:13][CH:14]=3)[C:6]=2[CH:5]=[C:4]1[C:22]1[C:30]2[C:25](=[CH:26][CH:27]=[C:28]([O:31][CH3:32])[CH:29]=2)[N:24]([CH3:33])[CH:23]=1.[NH4+].[OH-]. Product: [CH3:32][O:31][C:28]1[CH:29]=[C:30]2[C:25](=[CH:26][CH:27]=1)[N:24]([CH3:33])[CH:23]=[C:22]2[C:4]1[NH:3][C:7]2[N:8]=[CH:9][C:10]3[N:11]([C:12]([CH2:15][CH2:16][CH2:17][NH:18][C:19](=[O:21])[CH3:20])=[N:13][CH:14]=3)[C:6]=2[CH:5]=1. The catalyst class is: 5. (4) Reactant: [C:1]([NH:4][C:5]1[CH:10]=[CH:9][C:8]([S:11][C:12]2[N:21]=[C:20]([NH:22][C:23]3[NH:24][N:25]=[C:26]([CH3:28])[CH:27]=3)[C:19]3[C:14](=[CH:15][C:16]([O:29]C)=[CH:17][CH:18]=3)[N:13]=2)=[CH:7][CH:6]=1)(=[O:3])[CH3:2].B(Br)(Br)Br. Product: [C:1]([NH:4][C:5]1[CH:6]=[CH:7][C:8]([S:11][C:12]2[N:21]=[C:20]([NH:22][C:23]3[NH:24][N:25]=[C:26]([CH3:28])[CH:27]=3)[C:19]3[C:14](=[CH:15][C:16]([OH:29])=[CH:17][CH:18]=3)[N:13]=2)=[CH:9][CH:10]=1)(=[O:3])[CH3:2]. The catalyst class is: 576. (5) Reactant: Br[C:2]1[S:3][C:4]2[CH:10]=[C:9]([C:11]([O:13][CH2:14][CH3:15])=[O:12])[CH:8]=[CH:7][C:5]=2[N:6]=1.[CH3:16][S-:17].[Na+]. Product: [CH3:16][S:17][C:2]1[S:3][C:4]2[CH:10]=[C:9]([C:11]([O:13][CH2:14][CH3:15])=[O:12])[CH:8]=[CH:7][C:5]=2[N:6]=1. The catalyst class is: 116.